From a dataset of Retrosynthesis with 50K atom-mapped reactions and 10 reaction types from USPTO. Predict the reactants needed to synthesize the given product. Given the product Cc1ccncc1OC[C@@H]1CCCN1C, predict the reactants needed to synthesize it. The reactants are: C=O.Cc1ccncc1OC[C@@H]1CCCN1.